This data is from Full USPTO retrosynthesis dataset with 1.9M reactions from patents (1976-2016). The task is: Predict the reactants needed to synthesize the given product. (1) Given the product [C:38]([O:37][C:35]([CH2:34][O:32][C:28]1[CH:27]=[CH:26][CH:25]=[C:24]2[C:29]=1[CH2:30][CH2:31][CH:22]([CH2:21][N:19]([C:10]1[CH:9]=[N:8][C:7]([C:1]3[CH:2]=[CH:3][CH:4]=[CH:5][CH:6]=3)=[C:12]([C:13]3[CH:18]=[CH:17][CH:16]=[CH:15][CH:14]=3)[N:11]=1)[CH3:20])[CH2:23]2)=[O:36])([CH3:41])([CH3:40])[CH3:39], predict the reactants needed to synthesize it. The reactants are: [C:1]1([C:7]2[N:8]=[CH:9][C:10]([N:19]([CH2:21][CH:22]3[CH2:31][CH2:30][C:29]4[C:24](=[CH:25][CH:26]=[CH:27][C:28]=4[OH:32])[CH2:23]3)[CH3:20])=[N:11][C:12]=2[C:13]2[CH:18]=[CH:17][CH:16]=[CH:15][CH:14]=2)[CH:6]=[CH:5][CH:4]=[CH:3][CH:2]=1.Br[CH2:34][C:35]([O:37][C:38]([CH3:41])([CH3:40])[CH3:39])=[O:36].[I-].[K+].C(=O)([O-])[O-].[K+].[K+]. (2) Given the product [CH3:1][O:2][CH2:3][N:4]1[C:12]2[C:7](=[CH:8][C:9]([C:13]3[O:17][C:16]([S:18][CH2:24][C:23]4[CH:26]=[CH:27][CH:28]=[C:21]([C:20]([F:19])([F:29])[F:30])[CH:22]=4)=[N:15][N:14]=3)=[CH:10][CH:11]=2)[CH:6]=[N:5]1, predict the reactants needed to synthesize it. The reactants are: [CH3:1][O:2][CH2:3][N:4]1[C:12]2[C:7](=[CH:8][C:9]([C:13]3[O:17][C:16]([SH:18])=[N:15][N:14]=3)=[CH:10][CH:11]=2)[CH:6]=[N:5]1.[F:19][C:20]([F:30])([F:29])[C:21]1[CH:22]=[C:23]([CH:26]=[CH:27][CH:28]=1)[CH2:24]Cl.C(=O)([O-])[O-].[K+].[K+].O. (3) Given the product [Cl:37][C:38]1[N:43]=[CH:42][N:41]=[C:40]([O:44][C:45]2[CH:46]=[C:47]3[C:51](=[CH:52][CH:53]=2)[N:50]([C:26]([NH:1][C:2]2[CH:3]=[CH:4][C:5]([N:12]4[CH2:13][CH2:14][O:15][CH2:16][CH2:17]4)=[C:6]([C:8]([F:9])([F:10])[F:11])[CH:7]=2)=[O:29])[CH2:49][CH2:48]3)[CH:39]=1, predict the reactants needed to synthesize it. The reactants are: [NH2:1][C:2]1[CH:3]=[CH:4][C:5]([N:12]2[CH2:17][CH2:16][O:15][CH2:14][CH2:13]2)=[C:6]([C:8]([F:11])([F:10])[F:9])[CH:7]=1.C(N(CC)CC)C.Cl[C:26]([O:29]C(=O)OC(Cl)(Cl)Cl)(Cl)Cl.[Cl:37][C:38]1[N:43]=[CH:42][N:41]=[C:40]([O:44][C:45]2[CH:46]=[C:47]3[C:51](=[CH:52][CH:53]=2)[NH:50][CH:49]=[CH:48]3)[CH:39]=1.N. (4) Given the product [CH2:19]([O:1][C:2]1[CH:3]=[C:4]([CH:7]=[CH:8][C:9]=1[O:10][CH3:11])[CH:5]=[O:6])[CH2:20][CH3:21], predict the reactants needed to synthesize it. The reactants are: [OH:1][C:2]1[CH:3]=[C:4]([CH:7]=[CH:8][C:9]=1[O:10][CH3:11])[CH:5]=[O:6].C(=O)([O-])[O-].[K+].[K+].Br[CH2:19][CH2:20][CH3:21]. (5) The reactants are: [C:1]([C:3]1[C:8](=[O:9])[N:7]([CH2:10][C:11]2[CH:16]=[CH:15][C:14]([CH3:17])=[CH:13][C:12]=2[CH3:18])[C:6]([C:19]2[CH:24]=[CH:23][C:22]([C:25]3[CH:30]=[CH:29][CH:28]=[C:27](/[CH:31]=[CH:32]/[C:33]([O:35][CH3:36])=[O:34])[CH:26]=3)=[CH:21][CH:20]=2)=[CH:5][C:4]=1[C:37]([F:40])([F:39])[F:38])#[N:2].[H][H]. Given the product [C:1]([C:3]1[C:8](=[O:9])[N:7]([CH2:10][C:11]2[CH:16]=[CH:15][C:14]([CH3:17])=[CH:13][C:12]=2[CH3:18])[C:6]([C:19]2[CH:24]=[CH:23][C:22]([C:25]3[CH:30]=[CH:29][CH:28]=[C:27]([CH2:31][CH2:32][C:33]([O:35][CH3:36])=[O:34])[CH:26]=3)=[CH:21][CH:20]=2)=[CH:5][C:4]=1[C:37]([F:40])([F:39])[F:38])#[N:2], predict the reactants needed to synthesize it. (6) Given the product [CH2:47]([N:27]([CH2:28][C@H:29]([OH:46])[CH2:30][O:31][C:32]1[CH:33]=[CH:34][C:35]([O:38][CH2:39][C:40]2[CH:41]=[CH:42][CH:43]=[CH:44][CH:45]=2)=[CH:36][CH:37]=1)[CH:25]1[CH2:24][N:23]([C:20]2[CH:19]=[CH:18][C:17]([NH:16][S:12]([C:9]3[CH:10]=[CH:11][C:6]([O:5][CH2:1][CH2:2][CH2:3][CH3:4])=[CH:7][CH:8]=3)(=[O:14])=[O:13])=[CH:22][CH:21]=2)[CH2:26]1)[C:48]1[CH:53]=[CH:52][CH:51]=[CH:50][CH:49]=1, predict the reactants needed to synthesize it. The reactants are: [CH2:1]([O:5][C:6]1[CH:11]=[CH:10][C:9]([S:12](Cl)(=[O:14])=[O:13])=[CH:8][CH:7]=1)[CH2:2][CH2:3][CH3:4].[NH2:16][C:17]1[CH:22]=[CH:21][C:20]([N:23]2[CH2:26][CH:25]([N:27]([CH2:47][C:48]3[CH:53]=[CH:52][CH:51]=[CH:50][CH:49]=3)[CH2:28][C@H:29]([OH:46])[CH2:30][O:31][C:32]3[CH:37]=[CH:36][C:35]([O:38][CH2:39][C:40]4[CH:45]=[CH:44][CH:43]=[CH:42][CH:41]=4)=[CH:34][CH:33]=3)[CH2:24]2)=[CH:19][CH:18]=1.C(N(CC)CC)C.O.